From a dataset of Forward reaction prediction with 1.9M reactions from USPTO patents (1976-2016). Predict the product of the given reaction. (1) The product is: [F:25][CH2:26][C:27]([NH:29][C:22]([C:21]1[CH:20]=[N:19][N:16]2[CH:17]=[CH:18][C:13]([N:9]3[CH2:10][CH2:11][CH2:12][C@@H:8]3[C:4]3[CH:5]=[N:6][CH:7]=[C:2]([F:1])[CH:3]=3)=[N:14][C:15]=12)=[O:24])([CH3:30])[CH3:28]. Given the reactants [F:1][C:2]1[CH:3]=[C:4]([C@H:8]2[CH2:12][CH2:11][CH2:10][N:9]2[C:13]2[CH:18]=[CH:17][N:16]3[N:19]=[CH:20][C:21]([C:22]([OH:24])=O)=[C:15]3[N:14]=2)[CH:5]=[N:6][CH:7]=1.[F:25][CH2:26][C:27]([CH3:30])([NH2:29])[CH3:28], predict the reaction product. (2) Given the reactants [CH2:1]([SH:4])[CH2:2][CH3:3].Cl[C:6]1[N:11]=[C:10](Cl)[C:9]([C:13]([O:15][CH2:16][CH3:17])=[O:14])=[CH:8][N:7]=1.C(=O)([O-])[O-].[Na+].[Na+].[CH3:24][NH:25][CH3:26], predict the reaction product. The product is: [CH3:24][N:25]([CH3:26])[C:10]1[C:9]([C:13]([O:15][CH2:16][CH3:17])=[O:14])=[CH:8][N:7]=[C:6]([S:4][CH2:1][CH2:2][CH3:3])[N:11]=1. (3) Given the reactants Cl[C:2]1[C:11]([CH3:12])=[C:10]([Cl:13])[C:9]2[C:4](=[N:5][CH:6]=[CH:7][CH:8]=2)[N:3]=1.[Br-].[CH:15]1([Zn+])[CH2:17][CH2:16]1.C1C[O:22][CH2:21]C1, predict the reaction product. The product is: [CH3:21][OH:22].[NH4+:3].[OH-:22].[Cl:13][C:10]1[C:9]2[C:4](=[N:5][CH:6]=[CH:7][CH:8]=2)[N:3]=[C:2]([CH:15]2[CH2:17][CH2:16]2)[C:11]=1[CH3:12].